Dataset: Full USPTO retrosynthesis dataset with 1.9M reactions from patents (1976-2016). Task: Predict the reactants needed to synthesize the given product. (1) Given the product [N:1]1([CH2:6][CH2:7][CH2:8][C:9]2[CH:10]=[C:11]3[N:16]([CH:17]=2)[N:15]=[CH:14][N:13]=[C:12]3[NH2:18])[CH2:2][CH2:3][CH2:4][CH2:5]1, predict the reactants needed to synthesize it. The reactants are: [N:1]1([CH2:6][C:7]#[C:8][C:9]2[CH:10]=[C:11]3[N:16]([CH:17]=2)[N:15]=[CH:14][N:13]=[C:12]3[NH2:18])[CH2:5][CH2:4][CH2:3][CH2:2]1.[H][H]. (2) Given the product [CH3:68][O:67][C:65](=[O:66])[NH:1][C@@H:2]([CH:52]1[CH2:53][CH2:54][S:55][CH2:56][CH2:57]1)[C:3]([N:5]1[CH2:9][CH2:8][CH2:7][C@H:6]1[C:10]1[NH:11][C:12]([C:15]2[CH:20]=[CH:19][C:18]([C:21]3[CH:30]=[CH:29][C:28]4[C:23](=[CH:24][CH:25]=[C:26]([C:31]5[NH:35][C:34]([C@@H:36]6[CH2:40][CH2:39][CH2:38][N:37]6[C:41](=[O:51])[C@@H:42]([NH:46][C:47]([O:48][CH3:49])=[O:50])[CH:43]([CH3:44])[CH3:45])=[N:33][CH:32]=5)[CH:27]=4)[CH:22]=3)=[CH:17][CH:16]=2)=[CH:13][N:14]=1)=[O:4], predict the reactants needed to synthesize it. The reactants are: [NH2:1][C@@H:2]([CH:52]1[CH2:57][CH2:56][S:55][CH2:54][CH2:53]1)[C:3]([N:5]1[CH2:9][CH2:8][CH2:7][C@H:6]1[C:10]1[NH:11][C:12]([C:15]2[CH:20]=[CH:19][C:18]([C:21]3[CH:22]=[C:23]4[C:28](=[CH:29][CH:30]=3)[CH:27]=[C:26]([C:31]3[NH:35][C:34]([C@@H:36]5[CH2:40][CH2:39][CH2:38][N:37]5[C:41](=[O:51])[C@@H:42]([NH:46][C:47](=[O:50])[O:48][CH3:49])[CH:43]([CH3:45])[CH3:44])=[N:33][CH:32]=3)[CH:25]=[CH:24]4)=[CH:17][CH:16]=2)=[CH:13][N:14]=1)=[O:4].C([O-])([O-])=O.[Na+].[Na+].Cl[C:65]([O:67][CH3:68])=[O:66]. (3) Given the product [C:10]([S:12][CH:4]([CH3:5])[CH:2]([CH3:3])[C:1]([O:7][CH2:8][CH3:9])=[O:6])(=[O:13])[CH3:11], predict the reactants needed to synthesize it. The reactants are: [C:1]([O:7][CH2:8][CH3:9])(=[O:6])/[C:2](=[CH:4]/[CH3:5])/[CH3:3].[C:10]([OH:13])(=[S:12])[CH3:11].C1(C)C=CC(S(O)(=O)=O)=CC=1.C(=O)(O)[O-].[Na+]. (4) The reactants are: [NH2:1][C:2]1[CH:7]=[CH:6][C:5]([C:8](=[O:10])[CH3:9])=[CH:4][CH:3]=1.[ClH:11]. Given the product [ClH:11].[NH2:1][C:2]1[CH:7]=[CH:6][C:5]([C:8](=[O:10])[CH3:9])=[CH:4][CH:3]=1, predict the reactants needed to synthesize it. (5) The reactants are: [CH2:1]([O:8][C:9]([NH:11][C:12]1[C:13]([C:23]([O:25]CC)=[O:24])=[N:14][C:15]2[C:20]([CH:21]=1)=[CH:19][CH:18]=[C:17]([Br:22])[CH:16]=2)=[O:10])[C:2]1[CH:7]=[CH:6][CH:5]=[CH:4][CH:3]=1.[O-]P([O-])([O-])=O.[K+].[K+].[K+].O1CCOCC1.CC(O)=O. Given the product [CH2:1]([O:8][C:9]([NH:11][C:12]1[C:13]([C:23]([OH:25])=[O:24])=[N:14][C:15]2[C:20]([CH:21]=1)=[CH:19][CH:18]=[C:17]([Br:22])[CH:16]=2)=[O:10])[C:2]1[CH:7]=[CH:6][CH:5]=[CH:4][CH:3]=1, predict the reactants needed to synthesize it. (6) Given the product [Cl:25][C:26]1[N:31]=[C:30]([C:12]2[C:11]3[C:15](=[CH:16][CH:17]=[C:9]([C:3]4[C:2]([F:1])=[CH:7][CH:6]=[CH:5][C:4]=4[F:8])[CH:10]=3)[N:14]([CH:18]3[CH2:23][CH2:22][CH2:21][CH2:20][O:19]3)[N:13]=2)[CH:29]=[CH:28][N:27]=1, predict the reactants needed to synthesize it. The reactants are: [F:1][C:2]1[CH:7]=[CH:6][CH:5]=[C:4]([F:8])[C:3]=1[C:9]1[CH:10]=[C:11]2[C:15](=[CH:16][CH:17]=1)[N:14]([CH:18]1[CH2:23][CH2:22][CH2:21][CH2:20][O:19]1)[N:13]=[C:12]2I.[Cl:25][C:26]1[N:31]=[C:30]([Sn](CCCC)(CCCC)CCCC)[CH:29]=[CH:28][N:27]=1.N#N. (7) Given the product [F:1][C:2]1[CH:3]=[CH:4][CH:5]=[C:6]2[C:11]=1[N:10]=[C:9]([NH2:12])[C:8]([C:13]1[CH:18]=[CH:17][CH:16]=[CH:15][C:14]=1[S:19]([CH3:21])(=[O:26])=[O:20])=[CH:7]2, predict the reactants needed to synthesize it. The reactants are: [F:1][C:2]1[CH:3]=[CH:4][CH:5]=[C:6]2[C:11]=1[N:10]=[C:9]([NH2:12])[C:8]([C:13]1[CH:18]=[CH:17][CH:16]=[CH:15][C:14]=1[S:19]([CH3:21])=[O:20])=[CH:7]2.C[N+]1([O-])CC[O:26]CC1.